This data is from Peptide-MHC class II binding affinity with 134,281 pairs from IEDB. The task is: Regression. Given a peptide amino acid sequence and an MHC pseudo amino acid sequence, predict their binding affinity value. This is MHC class II binding data. (1) The peptide sequence is GQKYFKGNFQRLAIT. The MHC is HLA-DPA10201-DPB10101 with pseudo-sequence HLA-DPA10201-DPB10101. The binding affinity (normalized) is 0.588. (2) The peptide sequence is MGEAVQNTVEDLKLN. The MHC is DRB1_0701 with pseudo-sequence DRB1_0701. The binding affinity (normalized) is 0.409. (3) The peptide sequence is RWLLIEILKASKSML. The MHC is DRB1_0701 with pseudo-sequence DRB1_0701. The binding affinity (normalized) is 0.877. (4) The peptide sequence is GATVAVDCRPFNGGE. The MHC is HLA-DPA10103-DPB10301 with pseudo-sequence HLA-DPA10103-DPB10301. The binding affinity (normalized) is 0. (5) The peptide sequence is RNEVVNDVSTYASGK. The MHC is DRB1_0301 with pseudo-sequence DRB1_0301. The binding affinity (normalized) is 0.603.